This data is from Forward reaction prediction with 1.9M reactions from USPTO patents (1976-2016). The task is: Predict the product of the given reaction. (1) Given the reactants [NH2:1][C:2]1[N:11]=[C:10]([C:12]([N:14]2[CH2:22][C:21]3[C:16](=[CH:17][CH:18]=[CH:19][CH:20]=3)[CH2:15]2)=[O:13])[C:9]2[C:4](=[CH:5][CH:6]=[C:7]([C:23]3[CH:33]=[CH:32][CH:31]=[CH:30][C:24]=3[C:25]([O:27]CC)=[O:26])[CH:8]=2)[N:3]=1, predict the reaction product. The product is: [NH2:1][C:2]1[N:11]=[C:10]([C:12]([N:14]2[CH2:15][C:16]3[C:21](=[CH:20][CH:19]=[CH:18][CH:17]=3)[CH2:22]2)=[O:13])[C:9]2[C:4](=[CH:5][CH:6]=[C:7]([C:23]3[CH:33]=[CH:32][CH:31]=[CH:30][C:24]=3[C:25]([OH:27])=[O:26])[CH:8]=2)[N:3]=1. (2) Given the reactants [CH3:1][NH:2][CH2:3][C:4]1[O:8][C:7]([CH2:9][OH:10])=[CH:6][CH:5]=1.[Cl:11][C:12]1[C:17]([Cl:18])=[CH:16][CH:15]=[CH:14][C:13]=1[S:19]([NH:22][C:23]1[C:28](Cl)=[N:27][CH:26]=[CH:25][N:24]=1)(=[O:21])=[O:20], predict the reaction product. The product is: [Cl:11][C:12]1[C:17]([Cl:18])=[CH:16][CH:15]=[CH:14][C:13]=1[S:19]([NH:22][C:23]1[C:28]([O:10][CH2:9][C:7]2[O:8][C:4]([CH2:3][NH:2][CH3:1])=[CH:5][CH:6]=2)=[N:27][CH:26]=[CH:25][N:24]=1)(=[O:20])=[O:21].